This data is from Forward reaction prediction with 1.9M reactions from USPTO patents (1976-2016). The task is: Predict the product of the given reaction. (1) Given the reactants [F:1][C:2]1[CH:7]=[C:6]([OH:8])[CH:5]=[C:4]([F:9])[C:3]=1[C:10]1[N:15]=[C:14]([C:16]([O:18][CH3:19])=[O:17])[CH:13]=[CH:12][CH:11]=1.C([O-])([O-])=O.[K+].[K+].Br[CH2:27][CH2:28][O:29][CH3:30], predict the reaction product. The product is: [F:1][C:2]1[CH:7]=[C:6]([O:8][CH2:27][CH2:28][O:29][CH3:30])[CH:5]=[C:4]([F:9])[C:3]=1[C:10]1[N:15]=[C:14]([C:16]([O:18][CH3:19])=[O:17])[CH:13]=[CH:12][CH:11]=1. (2) Given the reactants [CH:1](=O)[C:2]1[CH:7]=[CH:6][CH:5]=[CH:4][CH:3]=1.C(O)C1C=CC=CC=1.C(Br)C1C=CC=CC=1.[PH4+].[OH:26][C:27]1[CH:28]=[C:29]([CH:32]=[CH:33][C:34]=1[N+:35]([O-:37])=[O:36])[CH:30]=O, predict the reaction product. The product is: [C:2]1([CH:1]=[CH:30][C:29]2[CH:32]=[CH:33][C:34]([N+:35]([O-:37])=[O:36])=[C:27]([OH:26])[CH:28]=2)[CH:7]=[CH:6][CH:5]=[CH:4][CH:3]=1.